From a dataset of Full USPTO retrosynthesis dataset with 1.9M reactions from patents (1976-2016). Predict the reactants needed to synthesize the given product. (1) Given the product [CH3:15][C:14]([CH3:17])([CH3:16])[C:13]([NH:12][C:8]1[N:7]=[C:6]([NH:5][C:3](=[O:4])[C:2]([CH3:20])([CH3:19])[CH3:1])[CH:11]=[CH:10][C:9]=1[C:21]([O:22][CH3:23])=[O:24])=[O:18], predict the reactants needed to synthesize it. The reactants are: [CH3:1][C:2]([CH3:20])([CH3:19])[C:3]([NH:5][C:6]1[CH:11]=[CH:10][CH:9]=[C:8]([NH:12][C:13](=[O:18])[C:14]([CH3:17])([CH3:16])[CH3:15])[N:7]=1)=[O:4].[C:21](=O)([O:24]C)[O:22][CH3:23]. (2) Given the product [CH3:12][O:13][CH:14]([O:17][CH3:18])[CH2:15][NH:16][CH2:1][CH2:2][CH2:3]/[CH:4]=[CH:5]/[CH2:6][CH2:7][CH2:8][CH2:9][CH3:10], predict the reactants needed to synthesize it. The reactants are: [CH:1](=O)[CH2:2][CH2:3]/[CH:4]=[CH:5]/[CH2:6][CH2:7][CH2:8][CH2:9][CH3:10].[CH3:12][O:13][CH:14]([O:17][CH3:18])[CH2:15][NH2:16].[BH3-]C#N.[Na+].C(O)(C(F)(F)F)=O. (3) Given the product [CH:5]1([N:11]2[C:15]([CH2:16][O:17][CH3:18])=[C:14]([C:19]3[O:23][N:22]=[C:21]([C:24]4[CH:25]=[CH:26][C:27]([CH2:28][NH:35][CH:32]([CH3:34])[CH3:33])=[CH:30][CH:31]=4)[N:20]=3)[CH:13]=[N:12]2)[CH2:6][CH2:7][CH2:8][CH2:9][CH2:10]1, predict the reactants needed to synthesize it. The reactants are: C([BH3-])#N.[Na+].[CH:5]1([N:11]2[C:15]([CH2:16][O:17][CH3:18])=[C:14]([C:19]3[O:23][N:22]=[C:21]([C:24]4[CH:31]=[CH:30][C:27]([CH:28]=O)=[CH:26][CH:25]=4)[N:20]=3)[CH:13]=[N:12]2)[CH2:10][CH2:9][CH2:8][CH2:7][CH2:6]1.[CH:32]([NH2:35])([CH3:34])[CH3:33].C(O)(=O)C. (4) Given the product [N+:1]([C:4]1[CH:5]=[C:6]2[C:10](=[CH:11][CH:12]=1)[NH:9][C:8]([C:35]1[CH:40]=[CH:39][CH:38]=[CH:37][CH:36]=1)=[C:7]2[CH2:13][CH2:14][N:15]1[C:16](=[O:25])[C:17]2[C:22](=[CH:21][CH:20]=[CH:19][CH:18]=2)[C:23]1=[O:24])([O-:3])=[O:2], predict the reactants needed to synthesize it. The reactants are: [N+:1]([C:4]1[CH:5]=[C:6]2[C:10](=[CH:11][CH:12]=1)[NH:9][CH:8]=[C:7]2[CH2:13][CH2:14][N:15]1[C:23](=[O:24])[C:22]2[C:17](=[CH:18][CH:19]=[CH:20][CH:21]=2)[C:16]1=[O:25])([O-:3])=[O:2].C1C=C[NH+]=CC=1.Br[Br-]Br.[C:35]1(B(O)O)[CH:40]=[CH:39][CH:38]=[CH:37][CH:36]=1.C(=O)([O-])[O-].[Na+].[Na+].[Cl-].[Li+]. (5) Given the product [Cl:10][C:4]1[CH:3]=[C:2]([N:1]=[C:11]=[S:12])[CH:9]=[CH:8][C:5]=1[C:6]#[N:7], predict the reactants needed to synthesize it. The reactants are: [NH2:1][C:2]1[CH:9]=[CH:8][C:5]([C:6]#[N:7])=[C:4]([Cl:10])[CH:3]=1.[C:11](Cl)(Cl)=[S:12].O. (6) Given the product [C:2]([C:6]1[N:11]=[C:10]([N:12]2[CH2:13][CH2:14][N:15]([CH:18]([CH3:31])[CH2:19][CH2:20][CH2:21][N:22]3[CH:27]=[C:26]([CH3:28])[C:25](=[O:29])[NH:24][C:23]3=[O:30])[CH2:16][CH2:17]2)[CH:9]=[C:8]([CH2:32][CH2:33][CH3:34])[N:7]=1)([CH3:4])([CH3:5])[CH3:3], predict the reactants needed to synthesize it. The reactants are: [Cl-].[C:2]([C:6]1[N:11]=[C:10]([N:12]2[CH2:17][CH2:16][NH+:15]([CH:18]([CH3:31])[CH2:19][CH2:20][CH2:21][N:22]3[CH:27]=[C:26]([CH3:28])[C:25](=[O:29])[NH:24][C:23]3=[O:30])[CH2:14][CH2:13]2)[CH:9]=[C:8]([CH2:32][CH2:33][CH3:34])[N:7]=1)([CH3:5])([CH3:4])[CH3:3].CCCCCC.C(O)C.C(N(CC)CC)C.